Dataset: Catalyst prediction with 721,799 reactions and 888 catalyst types from USPTO. Task: Predict which catalyst facilitates the given reaction. (1) Reactant: [N:1]1([C:6]2[CH:18]=[CH:17][C:16]3[C:15]4[C:10](=[CH:11][CH:12]=[CH:13][CH:14]=4)[N:9]([C:19]4[CH:31]=[CH:30][C:29]5[C:28]6[C:23](=[CH:24][CH:25]=[CH:26][CH:27]=6)[NH:22][C:21]=5[CH:20]=4)[C:8]=3[CH:7]=2)[CH:5]=[CH:4][CH:3]=[N:2]1.Br[C:33]1[CH:38]=[C:37]([C:39]([F:42])([F:41])[F:40])[CH:36]=[CH:35][N:34]=1.CC(P(C(C)(C)C)C1C(C2C=CC=CC=2)=CC=CC=1)(C)C.CC([O-])(C)C.[Na+]. Product: [N:1]1([C:6]2[CH:18]=[CH:17][C:16]3[C:15]4[C:10](=[CH:11][CH:12]=[CH:13][CH:14]=4)[N:9]([C:19]4[CH:31]=[CH:30][C:29]5[C:28]6[C:23](=[CH:24][CH:25]=[CH:26][CH:27]=6)[N:22]([C:33]6[CH:38]=[C:37]([C:39]([F:42])([F:41])[F:40])[CH:36]=[CH:35][N:34]=6)[C:21]=5[CH:20]=4)[C:8]=3[CH:7]=2)[CH:5]=[CH:4][CH:3]=[N:2]1. The catalyst class is: 110. (2) Reactant: [NH2:1][C:2]1[CH:10]=[CH:9][CH:8]=[C:7]2[C:3]=1[CH2:4][O:5][C:6]2=[O:11].[CH:12](=O)[C:13]1[CH:18]=[CH:17][CH:16]=[CH:15][CH:14]=1. Product: [CH:12](=[N:1]/[C:2]1[CH:10]=[CH:9][CH:8]=[C:7]2[C:3]=1[CH2:4][O:5][C:6]2=[O:11])\[C:13]1[CH:18]=[CH:17][CH:16]=[CH:15][CH:14]=1. The catalyst class is: 5. (3) Reactant: [F:1][C:2]1[C:7]([O:8]C)=[CH:6][CH:5]=[C:4]([N+:10]([O-:12])=[O:11])[C:3]=1[CH2:13][C:14](=[O:16])[CH3:15].[Cl-].[NH+]1C=CC=CC=1. Product: [F:1][C:2]1[C:7]([OH:8])=[CH:6][CH:5]=[C:4]([N+:10]([O-:12])=[O:11])[C:3]=1[CH2:13][C:14](=[O:16])[CH3:15]. The catalyst class is: 601. (4) Reactant: [C:1]1([C:7]2[NH:8][C:9]3[CH:15]=[C:14]([CH2:16][CH2:17]OS(C4C=CC(C)=CC=4)(=O)=O)[CH:13]=[CH:12][C:10]=3[N:11]=2)[CH:6]=[CH:5][CH:4]=[CH:3][CH:2]=1.[N-:29]=[N+:30]=[N-:31].[Na+]. Product: [N:29]([CH2:17][CH2:16][C:14]1[CH:13]=[CH:12][C:10]2[N:11]=[C:7]([C:1]3[CH:2]=[CH:3][CH:4]=[CH:5][CH:6]=3)[NH:8][C:9]=2[CH:15]=1)=[N+:30]=[N-:31]. The catalyst class is: 3. (5) Reactant: S(O)(O)(=O)=O.[NH2:6][C:7]1[NH:8][CH:9]=[CH:10][N:11]=1.[C:12](Cl)(=[O:17])[CH2:13][CH:14]([CH3:16])[CH3:15].O. Product: [NH:8]1[CH:9]=[CH:10][N:11]=[C:7]1[NH:6][C:12](=[O:17])[CH2:13][CH:14]([CH3:16])[CH3:15]. The catalyst class is: 17.